From a dataset of Catalyst prediction with 721,799 reactions and 888 catalyst types from USPTO. Predict which catalyst facilitates the given reaction. Reactant: [Cl:1][C:2]1[C:11]([N+:12]([O-:14])=[O:13])=[C:10](Cl)[C:9]2[C:4](=[CH:5][CH:6]=[CH:7][CH:8]=2)[N:3]=1.C(N(CC)CC)C.[NH2:23][CH2:24][CH2:25][CH2:26][O:27][CH2:28][CH2:29][O:30][CH2:31][CH2:32][CH2:33][NH:34][S:35]([C:38]1[C:47]2[C:42](=[C:43]([N:48]([CH3:50])[CH3:49])[CH:44]=[CH:45][CH:46]=2)[CH:41]=[CH:40][CH:39]=1)(=[O:37])=[O:36].ClCCl. Product: [Cl:1][C:2]1[C:11]([N+:12]([O-:14])=[O:13])=[C:10]([NH:23][CH2:24][CH2:25][CH2:26][O:27][CH2:28][CH2:29][O:30][CH2:31][CH2:32][CH2:33][NH:34][S:35]([C:38]2[C:47]3[C:42](=[C:43]([N:48]([CH3:50])[CH3:49])[CH:44]=[CH:45][CH:46]=3)[CH:41]=[CH:40][CH:39]=2)(=[O:37])=[O:36])[C:9]2[C:4](=[CH:5][CH:6]=[CH:7][CH:8]=2)[N:3]=1. The catalyst class is: 234.